From a dataset of Catalyst prediction with 721,799 reactions and 888 catalyst types from USPTO. Predict which catalyst facilitates the given reaction. (1) Reactant: Cl[C:2]1[CH:7]=[CH:6][C:5]([C:8]2[CH:13]=[CH:12][C:11]([Cl:14])=[CH:10][CH:9]=2)=[CH:4][N:3]=1.CS(C)=O.[CH:19]([N:22]1[CH2:27][CH2:26][NH:25][CH2:24][CH2:23]1)([CH3:21])[CH3:20]. Product: [Cl:14][C:11]1[CH:12]=[CH:13][C:8]([C:5]2[CH:6]=[CH:7][C:2]([N:25]3[CH2:26][CH2:27][N:22]([CH:19]([CH3:21])[CH3:20])[CH2:23][CH2:24]3)=[N:3][CH:4]=2)=[CH:9][CH:10]=1. The catalyst class is: 6. (2) Reactant: [F:1][C:2]1[C:7]([F:8])=[C:6]([F:9])[CH:5]=[C:4]([F:10])[C:3]=1[N:11]1[C:19]2[C:14](=[CH:15][C:16]([CH3:20])=[CH:17][CH:18]=2)[CH2:13][C:12]1=[O:21].C([OH:24])C. Product: [CH3:20][C:16]1[CH:17]=[CH:18][C:19]([NH:11][C:3]2[C:4]([F:10])=[CH:5][C:6]([F:9])=[C:7]([F:8])[C:2]=2[F:1])=[C:14]([CH2:13][C:12]([OH:21])=[O:24])[CH:15]=1. The catalyst class is: 6. (3) Reactant: C1(P(C2C=CC=CC=2)C2C=CC=CC=2)C=CC=CC=1.II.[Si:22]([O:29][C@@H:30]([CH3:65])[C@@H:31]([NH:54][C:55]1[CH:60]=[CH:59][C:58]([C:61]#[N:62])=[C:57]([Cl:63])[C:56]=1[CH3:64])[C:32]([NH:34][NH:35][C:36](=[O:53])[C:37]1[CH:42]=[CH:41][C:40]([O:43][CH2:44][C:45]2[CH:50]=[CH:49][C:48]([O:51][CH3:52])=[CH:47][CH:46]=2)=[CH:39][CH:38]=1)=O)([C:25]([CH3:28])([CH3:27])[CH3:26])([CH3:24])[CH3:23]. Product: [Si:22]([O:29][C@@H:30]([CH3:65])[C@@H:31]([NH:54][C:55]1[CH:60]=[CH:59][C:58]([C:61]#[N:62])=[C:57]([Cl:63])[C:56]=1[CH3:64])[C:32]1[O:53][C:36]([C:37]2[CH:38]=[CH:39][C:40]([O:43][CH2:44][C:45]3[CH:50]=[CH:49][C:48]([O:51][CH3:52])=[CH:47][CH:46]=3)=[CH:41][CH:42]=2)=[N:35][N:34]=1)([C:25]([CH3:26])([CH3:28])[CH3:27])([CH3:24])[CH3:23]. The catalyst class is: 2. (4) The catalyst class is: 5. Product: [F:24][CH:2]([F:1])[CH2:3][O:4][C:5]1[C:6]([CH3:23])=[CH:7][C:8]([CH2:11][NH2:12])=[N:9][CH:10]=1. Reactant: [F:1][CH:2]([F:24])[CH2:3][O:4][C:5]1[C:6]([CH3:23])=[CH:7][C:8]([CH2:11][N:12]2C(=O)C3C(=CC=CC=3)C2=O)=[N:9][CH:10]=1.O.NN. (5) Reactant: FC(F)(F)C([O-])=O.[CH:8]1[C:20]2[C:19]3[CH2:18][CH2:17][NH2+:16][CH2:15][C:14]=3[CH:13]=[N:12][C:11]=2[NH:10][N:9]=1.CCN(C(C)C)C(C)C.[N:30]([C:33]1[CH:34]=[C:35]([C:39]2[N:40]=[C:41]([CH3:44])[S:42][CH:43]=2)[CH:36]=[CH:37][CH:38]=1)=[C:31]=[O:32]. Product: [CH3:44][C:41]1[S:42][CH:43]=[C:39]([C:35]2[CH:34]=[C:33]([NH:30][C:31]([N:16]3[CH2:15][C:14]4[CH:13]=[N:12][C:11]5[NH:10][N:9]=[CH:8][C:20]=5[C:19]=4[CH2:18][CH2:17]3)=[O:32])[CH:38]=[CH:37][CH:36]=2)[N:40]=1. The catalyst class is: 1.